From a dataset of Catalyst prediction with 721,799 reactions and 888 catalyst types from USPTO. Predict which catalyst facilitates the given reaction. (1) Product: [F:20][C:17]1[CH:16]=[CH:15][C:14]([C:11]2[CH:12]=[CH:13][C:8]([C:6]([CH3:7])=[CH:5][CH2:4][OH:3])=[CH:9][CH:10]=2)=[CH:19][CH:18]=1. Reactant: C([O:3][C:4](=O)[CH:5]=[C:6]([C:8]1[CH:13]=[CH:12][C:11]([C:14]2[CH:19]=[CH:18][C:17]([F:20])=[CH:16][CH:15]=2)=[CH:10][CH:9]=1)[CH3:7])C.[AlH3].[H-].[H-].[H-].[H-].[Li+].[Al+3].[Al+3].[Cl-].[Cl-].[Cl-]. The catalyst class is: 1. (2) Product: [C:1]([O:5][C:6]([N:8]1[CH2:13][CH2:12][CH:11]([C:14]2[CH:18]=[CH:17][O:16][C:15]=2[C:19]([O:21][CH3:22])=[O:20])[CH2:10][CH2:9]1)=[O:7])([CH3:4])([CH3:3])[CH3:2]. The catalyst class is: 94. Reactant: [C:1]([O:5][C:6]([N:8]1[CH2:13][CH:12]=[C:11]([C:14]2[CH:18]=[CH:17][O:16][C:15]=2[C:19]([O:21][CH3:22])=[O:20])[CH2:10][CH2:9]1)=[O:7])([CH3:4])([CH3:3])[CH3:2].